From a dataset of Full USPTO retrosynthesis dataset with 1.9M reactions from patents (1976-2016). Predict the reactants needed to synthesize the given product. (1) Given the product [C:1]1([CH3:37])[C:2]([NH:7][C:8]2[O:9][C:10]([C:18]3[CH:19]=[CH:20][C:21]([N:24]4[CH2:29][CH2:28][N:27]([C:30]([O:32][C:33]([CH3:35])([CH3:34])[CH3:36])=[O:31])[CH2:26][CH2:25]4)=[CH:22][CH:23]=3)=[C:11]([C:13]([OH:15])=[O:14])[N:12]=2)=[CH:3][CH:4]=[CH:5][CH:6]=1, predict the reactants needed to synthesize it. The reactants are: [C:1]1([CH3:37])[C:2]([NH:7][C:8]2[O:9][C:10]([C:18]3[CH:23]=[CH:22][C:21]([N:24]4[CH2:29][CH2:28][N:27]([C:30]([O:32][C:33]([CH3:36])([CH3:35])[CH3:34])=[O:31])[CH2:26][CH2:25]4)=[CH:20][CH:19]=3)=[C:11]([C:13]([O:15]CC)=[O:14])[N:12]=2)=[CH:3][CH:4]=[CH:5][CH:6]=1.[OH-].C[Sn+](C)C. (2) The reactants are: Cl[C:2]1[CH:7]=[C:6]([Cl:8])[N:5]=[CH:4][C:3]=1[C:9]([O:11][CH3:12])=[O:10].C(N(CC)CC)C.[NH2:20][NH2:21].O. Given the product [Cl:8][C:6]1[CH:7]=[C:2]([NH:20][NH2:21])[C:3]([C:9]([O:11][CH3:12])=[O:10])=[CH:4][N:5]=1, predict the reactants needed to synthesize it. (3) The reactants are: [CH3:1][S:2](Cl)(=[O:4])=[O:3].[C:6]([C:10]1[CH:11]=[C:12]([NH:25][C:26]([NH:28][C@@H:29]2[C:38]3[C:33](=[CH:34][CH:35]=[CH:36][CH:37]=3)[C@H:32]([O:39][C:40]3[CH:41]=[CH:42][C:43]4[N:44]([C:46]([N:49]5[C@H:54]([CH3:55])[CH2:53][CH2:52][CH2:51][C@@H:50]5[CH3:56])=[N:47][N:48]=4)[CH:45]=3)[CH2:31][CH2:30]2)=[O:27])[N:13]([C:15]2[CH:20]=[CH:19][CH:18]=[C:17]([O:21][CH2:22][CH2:23][OH:24])[CH:16]=2)[N:14]=1)([CH3:9])([CH3:8])[CH3:7].CCN(C(C)C)C(C)C. Given the product [C:6]([C:10]1[CH:11]=[C:12]([NH:25][C:26]([NH:28][C@@H:29]2[C:38]3[C:33](=[CH:34][CH:35]=[CH:36][CH:37]=3)[C@H:32]([O:39][C:40]3[CH:41]=[CH:42][C:43]4[N:44]([C:46]([N:49]5[C@H:54]([CH3:55])[CH2:53][CH2:52][CH2:51][C@@H:50]5[CH3:56])=[N:47][N:48]=4)[CH:45]=3)[CH2:31][CH2:30]2)=[O:27])[N:13]([C:15]2[CH:16]=[C:17]([CH:18]=[CH:19][CH:20]=2)[O:21][CH2:22][CH2:23][O:24][S:2]([CH3:1])(=[O:4])=[O:3])[N:14]=1)([CH3:9])([CH3:7])[CH3:8], predict the reactants needed to synthesize it. (4) Given the product [CH3:8][O:7][C:5](=[O:6])[CH:4]([C:13]1[CH:18]=[CH:17][C:16]([Cl:23])=[CH:15][C:14]=1[N+:20]([O-:22])=[O:21])[C:3]([O:10][CH3:11])=[O:9], predict the reactants needed to synthesize it. The reactants are: [H-].[Na+].[C:3]([O:10][CH3:11])(=[O:9])[CH2:4][C:5]([O:7][CH3:8])=[O:6].Cl[C:13]1[CH:18]=[C:17](Cl)[CH:16]=[CH:15][C:14]=1[N+:20]([O-:22])=[O:21].[ClH:23].[OH-].[Na+]. (5) Given the product [F:14][C:15]1[CH:24]=[C:23]([CH2:25][N:7]2[CH2:6][C:5]3[CH:4]=[C:3]([O:2][CH3:1])[N:13]=[CH:12][C:11]=3[S:10][CH2:9][CH2:8]2)[CH:22]=[CH:21][C:16]=1[C:17]([O:19][CH3:20])=[O:18], predict the reactants needed to synthesize it. The reactants are: [CH3:1][O:2][C:3]1[N:13]=[CH:12][C:11]2[S:10][CH2:9][CH2:8][NH:7][CH2:6][C:5]=2[CH:4]=1.[F:14][C:15]1[CH:24]=[C:23]([CH:25]=O)[CH:22]=[CH:21][C:16]=1[C:17]([O:19][CH3:20])=[O:18].C(O[BH-](OC(=O)C)OC(=O)C)(=O)C.[Na+]. (6) Given the product [C:11]([C:10]1([C:7]2[CH:8]=[CH:9][C:4]([Br:3])=[CH:5][CH:6]=2)[N:13]2[CH:14]([CH2:15][CH2:16][CH2:17][CH2:18]2)[CH2:19][CH2:20]1)#[N:12], predict the reactants needed to synthesize it. The reactants are: [H-].[Na+].[Br:3][C:4]1[CH:9]=[CH:8][C:7]([CH:10]([N:13]2[CH2:18][CH2:17][CH2:16][CH2:15][CH:14]2[CH2:19][CH2:20]Cl)[C:11]#[N:12])=[CH:6][CH:5]=1.